Dataset: Reaction yield outcomes from USPTO patents with 853,638 reactions. Task: Predict the reaction yield, written as a fraction of the theoretical maximum amount of product (1.0 means a 100% yield; for example, 0.34 means a 34% yield). (1) No catalyst specified. The product is [NH2:12][C:13]1[N:14]=[C:15]([N:24]2[CH2:25][CH2:26][N:27]([C:30](=[O:40])[CH2:31][O:32][C:33]3[CH:38]=[CH:37][C:36]([Cl:39])=[CH:35][CH:34]=3)[CH2:28][CH2:29]2)[C:16]2[N:22]=[C:21]([C:6]3[CH:7]=[CH:8][C:3]([O:2][CH3:1])=[CH:4][CH:5]=3)[CH:20]=[CH:19][C:17]=2[N:18]=1. The yield is 0.780. The reactants are [CH3:1][O:2][C:3]1[CH:8]=[CH:7][C:6](B(O)O)=[CH:5][CH:4]=1.[NH2:12][C:13]1[N:14]=[C:15]([N:24]2[CH2:29][CH2:28][N:27]([C:30](=[O:40])[CH2:31][O:32][C:33]3[CH:38]=[CH:37][C:36]([Cl:39])=[CH:35][CH:34]=3)[CH2:26][CH2:25]2)[C:16]2[N:22]=[C:21](Cl)[CH:20]=[CH:19][C:17]=2[N:18]=1. (2) The reactants are Br[CH2:2][C:3]1[CH:8]=[CH:7][C:6]([O:9][C:10]([F:13])([F:12])[F:11])=[CH:5][CH:4]=1.[C-:14]#[N:15].[Na+]. The catalyst is CS(C)=O. The product is [F:11][C:10]([F:13])([F:12])[O:9][C:6]1[CH:7]=[CH:8][C:3]([CH2:2][C:14]#[N:15])=[CH:4][CH:5]=1. The yield is 0.950. (3) The reactants are C(O[CH:4]1[O:17][CH2:16][CH:15]2[CH:6]([O:7][C:8]3[CH:9]=[C:10]([F:21])[C:11]([O:19][CH3:20])=[CH:12][C:13]=3[C:14]2=[O:18])[CH2:5]1)C.C([SiH](CC)CC)C.B(F)(F)F. The catalyst is C(Cl)Cl.CCOC(C)=O. The product is [F:21][C:10]1[C:11]([O:19][CH3:20])=[CH:12][C:13]2[C:14](=[O:18])[CH:15]3[CH2:16][O:17][CH2:4][CH2:5][CH:6]3[O:7][C:8]=2[CH:9]=1. The yield is 0.910. (4) The reactants are [Li+].[OH-].CC[O:5][C:6]([CH:8]1[CH2:13][N:12]([C:14]([O:16][C:17]([CH3:20])([CH3:19])[CH3:18])=[O:15])[C:11]2[CH:21]=[C:22]([Cl:28])[C:23]([N:25]([CH3:27])[CH3:26])=[CH:24][C:10]=2[O:9]1)=[O:7]. The catalyst is C1COCC1.O. The product is [C:17]([O:16][C:14]([N:12]1[C:11]2[CH:21]=[C:22]([Cl:28])[C:23]([N:25]([CH3:26])[CH3:27])=[CH:24][C:10]=2[O:9][CH:8]([C:6]([OH:7])=[O:5])[CH2:13]1)=[O:15])([CH3:20])([CH3:18])[CH3:19]. The yield is 0.856. (5) The reactants are ClC1N=C(C2C=CC(SN)=CC=2)C=CN=1.[Cl:16][C:17]1[N:22]=[C:21]([S:23][C:24]2[CH:29]=[CH:28][C:27]([NH2:30])=[CH:26][CH:25]=2)[CH:20]=[CH:19][N:18]=1.[C:31](O)(=[O:34])[CH:32]=[CH2:33]. No catalyst specified. The product is [Cl:16][C:17]1[N:22]=[C:21]([S:23][C:24]2[CH:25]=[CH:26][C:27]([NH:30][C:31](=[O:34])[CH:32]=[CH2:33])=[CH:28][CH:29]=2)[CH:20]=[CH:19][N:18]=1. The yield is 0.560.